Regression. Given a peptide amino acid sequence and an MHC pseudo amino acid sequence, predict their binding affinity value. This is MHC class I binding data. From a dataset of Peptide-MHC class I binding affinity with 185,985 pairs from IEDB/IMGT. (1) The peptide sequence is AVANCVRNL. The MHC is HLA-A30:01 with pseudo-sequence HLA-A30:01. The binding affinity (normalized) is 0.197. (2) The binding affinity (normalized) is 0.280. The peptide sequence is GIEFADNDR. The MHC is HLA-A03:01 with pseudo-sequence HLA-A03:01. (3) The peptide sequence is TGIAIIAYI. The MHC is HLA-B46:01 with pseudo-sequence HLA-B46:01. The binding affinity (normalized) is 0.0847. (4) The peptide sequence is SMYPSCCCTK. The MHC is HLA-A31:01 with pseudo-sequence HLA-A31:01. The binding affinity (normalized) is 0.468. (5) The peptide sequence is KLKNKHEAMI. The MHC is HLA-A68:02 with pseudo-sequence HLA-A68:02. The binding affinity (normalized) is 0.146. (6) The peptide sequence is RRAALSGHL. The MHC is HLA-B15:42 with pseudo-sequence HLA-B15:42. The binding affinity (normalized) is 0.213.